From a dataset of Catalyst prediction with 721,799 reactions and 888 catalyst types from USPTO. Predict which catalyst facilitates the given reaction. (1) Reactant: [CH3:1][C:2]1[CH:7]=[C:6]([CH3:8])[CH:5]=[CH:4][C:3]=1[N:9]([CH2:20][CH:21]([CH3:23])[CH3:22])[S:10]([C:13]1[CH:18]=[CH:17][C:16]([OH:19])=[CH:15][CH:14]=1)(=[O:12])=[O:11].[N:24]1[CH:29]=[CH:28][C:27]([CH2:30]O)=[CH:26][CH:25]=1.C1(P(C2C=CC=CC=2)C2C=CC=CC=2)C=CC=CC=1.N(C(OC(C)C)=O)=NC(OC(C)C)=O. Product: [CH3:1][C:2]1[CH:7]=[C:6]([CH3:8])[CH:5]=[CH:4][C:3]=1[N:9]([CH2:20][CH:21]([CH3:23])[CH3:22])[S:10]([C:13]1[CH:18]=[CH:17][C:16]([O:19][CH2:30][C:27]2[CH:28]=[CH:29][N:24]=[CH:25][CH:26]=2)=[CH:15][CH:14]=1)(=[O:12])=[O:11]. The catalyst class is: 7. (2) Reactant: C[O:2][CH2:3][CH2:4][O:5][C:6]1[CH:11]=[CH:10][N:9]2[C:12]([C:15]3[CH:24]=[CH:23][C:22]4[C:17](=[C:18]([N:25]5[CH2:30][CH2:29][C:28]([CH3:32])([NH2:31])[CH2:27][CH2:26]5)[CH:19]=[CH:20][CH:21]=4)[N:16]=3)=[CH:13][N:14]=[C:8]2[CH:7]=1.B(Br)(Br)Br. Product: [NH2:31][C:28]1([CH3:32])[CH2:29][CH2:30][N:25]([C:18]2[CH:19]=[CH:20][CH:21]=[C:22]3[C:17]=2[N:16]=[C:15]([C:12]2[N:9]4[CH:10]=[CH:11][C:6]([O:5][CH2:4][CH2:3][OH:2])=[CH:7][C:8]4=[N:14][CH:13]=2)[CH:24]=[CH:23]3)[CH2:26][CH2:27]1. The catalyst class is: 2. (3) Reactant: CS(O[CH2:6][C@@:7]([C:19]1[CH:24]=[CH:23][C:22]([F:25])=[C:21]([Br:26])[CH:20]=1)([OH:18])[CH2:8][CH2:9][O:10][Si:11]([C:14]([CH3:17])([CH3:16])[CH3:15])([CH3:13])[CH3:12])(=O)=O.[K].C1(=O)[NH:32]C(=O)C2=CC=CC=C12.[Cl-].[NH4+].O.NN. Product: [NH2:32][CH2:6][C@@:7]([C:19]1[CH:24]=[CH:23][C:22]([F:25])=[C:21]([Br:26])[CH:20]=1)([OH:18])[CH2:8][CH2:9][O:10][Si:11]([C:14]([CH3:17])([CH3:16])[CH3:15])([CH3:13])[CH3:12]. The catalyst class is: 39. (4) Reactant: [C:1]([C:5]1[CH:10]=[CH:9][C:8]([CH:11]2[CH2:13][CH:12]2[C:14]([OH:16])=O)=[CH:7][CH:6]=1)([CH3:4])([CH3:3])[CH3:2].C(Cl)(=O)C(Cl)=O.Cl.Cl.[NH2:25][CH2:26][C:27]([C:29]1[C:34]([CH3:35])=[CH:33][CH:32]=[CH:31][N:30]=1)=[O:28].C(N(CC)CC)C. Product: [C:1]([C:5]1[CH:6]=[CH:7][C:8]([CH:11]2[CH2:13][CH:12]2[C:14]([NH:25][CH2:26][C:27]([C:29]2[C:34]([CH3:35])=[CH:33][CH:32]=[CH:31][N:30]=2)=[O:28])=[O:16])=[CH:9][CH:10]=1)([CH3:2])([CH3:3])[CH3:4]. The catalyst class is: 454.